From a dataset of Forward reaction prediction with 1.9M reactions from USPTO patents (1976-2016). Predict the product of the given reaction. (1) Given the reactants [C:1]([O:5][C:6]([NH:8][CH2:9][C:10]1([CH2:16][C:17]([OH:19])=O)[CH2:15][CH2:14][CH2:13][CH2:12][CH2:11]1)=[O:7])([CH3:4])([CH3:3])[CH3:2].Cl.CN(C)CCCN=C=NCC.[CH2:32]([N:34](CC)[CH2:35][CH3:36])[CH3:33].C(NCC)C.C(OC(N1C(=O)CC2(CCCCC2)C1)=O)(C)(C)C, predict the reaction product. The product is: [C:1]([O:5][C:6](=[O:7])[NH:8][CH2:9][C:10]1([CH2:16][C:17](=[O:19])[N:34]([CH2:35][CH3:36])[CH2:32][CH3:33])[CH2:11][CH2:12][CH2:13][CH2:14][CH2:15]1)([CH3:2])([CH3:3])[CH3:4]. (2) Given the reactants FC(F)(F)C(O)=O.[Cl:8][C:9]1[C:10]([S:23][C:24]2[CH:29]=[CH:28][C:27]([Cl:30])=[C:26]([Cl:31])[CH:25]=2)=[CH:11][C:12]([F:22])=[C:13]([CH:21]=1)[C:14]([O:16]C(C)(C)C)=[O:15], predict the reaction product. The product is: [Cl:8][C:9]1[C:10]([S:23][C:24]2[CH:29]=[CH:28][C:27]([Cl:30])=[C:26]([Cl:31])[CH:25]=2)=[CH:11][C:12]([F:22])=[C:13]([CH:21]=1)[C:14]([OH:16])=[O:15]. (3) Given the reactants Cl[C:2]([F:26])([F:25])[C:3]1[N:8]=[C:7]([CH3:9])[C:6]([C:10]([C:12]2[C:17](=[O:18])[CH2:16][CH2:15][C:14]([CH3:23])([C:19]([O:21][CH3:22])=[O:20])[C:13]=2[OH:24])=[O:11])=[CH:5][CH:4]=1.C[Si]([SiH]([Si](C)(C)C)[Si](C)(C)C)(C)C, predict the reaction product. The product is: [F:26][CH:2]([F:25])[C:3]1[N:8]=[C:7]([CH3:9])[C:6]([C:10]([C:12]2[C:17](=[O:18])[CH2:16][CH2:15][C:14]([CH3:23])([C:19]([O:21][CH3:22])=[O:20])[C:13]=2[OH:24])=[O:11])=[CH:5][CH:4]=1. (4) Given the reactants [Cl-].Cl[C:3]1[N:8]=[C:7]([C:9]2[S:13][C:12]([N:14]([CH3:16])[CH3:15])=[N:11][C:10]=2[C:17]2[CH:18]=[C:19]([NH:23][C:24](=[O:33])[C:25]3[C:30]([F:31])=[CH:29][CH:28]=[CH:27][C:26]=3[F:32])[CH:20]=[CH:21][CH:22]=2)[CH:6]=[CH:5][N:4]=1.[Cl:34][C:35]1[CH:36]=[C:37]([NH2:47])[CH:38]=[CH:39][C:40]=1[N:41]1[CH2:46][CH2:45][O:44][CH2:43][CH2:42]1.[CH2:48]([OH:53])[C:49]([F:52])([F:51])[F:50], predict the reaction product. The product is: [F:50][C:49]([F:52])([F:51])[C:48]([OH:33])=[O:53].[Cl:34][C:35]1[CH:36]=[C:37]([NH:47][C:3]2[N:8]=[C:7]([C:9]3[S:13][C:12]([N:14]([CH3:15])[CH3:16])=[N:11][C:10]=3[C:17]3[CH:18]=[C:19]([NH:23][C:24](=[O:33])[C:25]4[C:26]([F:32])=[CH:27][CH:28]=[CH:29][C:30]=4[F:31])[CH:20]=[CH:21][CH:22]=3)[CH:6]=[CH:5][N:4]=2)[CH:38]=[CH:39][C:40]=1[N:41]1[CH2:42][CH2:43][O:44][CH2:45][CH2:46]1.